From a dataset of NCI-60 drug combinations with 297,098 pairs across 59 cell lines. Regression. Given two drug SMILES strings and cell line genomic features, predict the synergy score measuring deviation from expected non-interaction effect. (1) Drug 1: CS(=O)(=O)C1=CC(=C(C=C1)C(=O)NC2=CC(=C(C=C2)Cl)C3=CC=CC=N3)Cl. Drug 2: C1CCC(C1)C(CC#N)N2C=C(C=N2)C3=C4C=CNC4=NC=N3. Cell line: M14. Synergy scores: CSS=-7.35, Synergy_ZIP=7.01, Synergy_Bliss=9.60, Synergy_Loewe=-1.45, Synergy_HSA=-0.579. (2) Drug 1: CC1=C(C(=CC=C1)Cl)NC(=O)C2=CN=C(S2)NC3=CC(=NC(=N3)C)N4CCN(CC4)CCO. Drug 2: COC1=C2C(=CC3=C1OC=C3)C=CC(=O)O2. Cell line: T-47D. Synergy scores: CSS=1.92, Synergy_ZIP=-2.67, Synergy_Bliss=-4.00, Synergy_Loewe=0.780, Synergy_HSA=-3.01. (3) Drug 1: C1=NC2=C(N1)C(=S)N=CN2. Drug 2: CC1C(C(CC(O1)OC2CC(CC3=C2C(=C4C(=C3O)C(=O)C5=C(C4=O)C(=CC=C5)OC)O)(C(=O)CO)O)N)O.Cl. Cell line: ACHN. Synergy scores: CSS=37.8, Synergy_ZIP=-4.95, Synergy_Bliss=-6.20, Synergy_Loewe=-21.8, Synergy_HSA=-3.86. (4) Drug 1: CC1=C(C(=O)C2=C(C1=O)N3CC4C(C3(C2COC(=O)N)OC)N4)N. Drug 2: CCC1(C2=C(COC1=O)C(=O)N3CC4=CC5=C(C=CC(=C5CN(C)C)O)N=C4C3=C2)O.Cl. Cell line: SNB-75. Synergy scores: CSS=31.3, Synergy_ZIP=-4.39, Synergy_Bliss=-1.99, Synergy_Loewe=-2.92, Synergy_HSA=0.614. (5) Drug 1: C1=NNC2=C1C(=O)NC=N2. Drug 2: N.N.Cl[Pt+2]Cl. Cell line: SK-OV-3. Synergy scores: CSS=31.7, Synergy_ZIP=-1.57, Synergy_Bliss=2.18, Synergy_Loewe=-7.01, Synergy_HSA=1.78. (6) Drug 1: CC12CCC(CC1=CCC3C2CCC4(C3CC=C4C5=CN=CC=C5)C)O. Drug 2: C(CCl)NC(=O)N(CCCl)N=O. Cell line: A549. Synergy scores: CSS=-3.19, Synergy_ZIP=0.490, Synergy_Bliss=-0.567, Synergy_Loewe=-6.68, Synergy_HSA=-4.15. (7) Drug 1: CN(CC1=CN=C2C(=N1)C(=NC(=N2)N)N)C3=CC=C(C=C3)C(=O)NC(CCC(=O)O)C(=O)O. Drug 2: C1CC(=O)NC(=O)C1N2C(=O)C3=CC=CC=C3C2=O. Cell line: NCI-H322M. Synergy scores: CSS=42.6, Synergy_ZIP=0.949, Synergy_Bliss=1.35, Synergy_Loewe=-65.3, Synergy_HSA=0.806.